Dataset: Reaction yield outcomes from USPTO patents with 853,638 reactions. Task: Predict the reaction yield, written as a fraction of the theoretical maximum amount of product (1.0 means a 100% yield; for example, 0.34 means a 34% yield). (1) The reactants are [H-].[Na+].[N:3]1[CH:4]=[CH:5][N:6]2[CH2:11][CH2:10][NH:9][CH2:8][C:7]=12.Cl[C:13]1[O:14][C:15]2[C:16](=[C:18]([C:22]([O:24][CH3:25])=[O:23])[CH:19]=[CH:20][CH:21]=2)[N:17]=1. The catalyst is C1COCC1. The product is [N:3]1[CH:4]=[CH:5][N:6]2[CH2:11][CH2:10][N:9]([C:13]3[O:14][C:15]4[C:16](=[C:18]([C:22]([O:24][CH3:25])=[O:23])[CH:19]=[CH:20][CH:21]=4)[N:17]=3)[CH2:8][C:7]=12. The yield is 0.370. (2) The reactants are [N:1]12[CH2:8][CH2:7][C:4]([C:9]([C:17]3[CH:22]=[CH:21][CH:20]=[CH:19][CH:18]=3)([C:11]3[CH:16]=[CH:15][CH:14]=[CH:13][CH:12]=3)[OH:10])([CH2:5][CH2:6]1)[CH2:3][CH2:2]2.[Br:23][CH2:24][CH2:25][CH2:26][CH2:27][CH:28]=[CH2:29]. The catalyst is CC#N. The product is [Br-:23].[CH2:29]([N+:1]12[CH2:6][CH2:5][C:4]([C:9]([OH:10])([C:17]3[CH:22]=[CH:21][CH:20]=[CH:19][CH:18]=3)[C:11]3[CH:12]=[CH:13][CH:14]=[CH:15][CH:16]=3)([CH2:3][CH2:2]1)[CH2:7][CH2:8]2)[CH2:28][CH2:27][CH2:26][CH:25]=[CH2:24]. The yield is 0.671. (3) The reactants are Cl.Cl.[CH3:3][C@@:4]1([CH2:15][N:16]2[CH2:21][CH2:20][NH:19][CH2:18][CH2:17]2)[O:8][C:7]2=[N:9][C:10]([N+:12]([O-:14])=[O:13])=[CH:11][N:6]2[CH2:5]1.C(N(CC)CC)C.[F:29][C:30]([F:41])([F:40])[C:31]1[CH:39]=[CH:38][C:34]([C:35](Cl)=[O:36])=[CH:33][CH:32]=1. The catalyst is C(Cl)Cl. The product is [CH3:3][C@@:4]1([CH2:15][N:16]2[CH2:17][CH2:18][N:19]([C:35]([C:34]3[CH:33]=[CH:32][C:31]([C:30]([F:29])([F:40])[F:41])=[CH:39][CH:38]=3)=[O:36])[CH2:20][CH2:21]2)[O:8][C:7]2=[N:9][C:10]([N+:12]([O-:14])=[O:13])=[CH:11][N:6]2[CH2:5]1. The yield is 0.680.